Predict the product of the given reaction. From a dataset of Forward reaction prediction with 1.9M reactions from USPTO patents (1976-2016). (1) Given the reactants [NH2:1][CH2:2][CH2:3][NH:4][C:5]1[N:13]=[C:12]([Cl:14])[N:11]=[C:10]2[C:6]=1[N:7]=[CH:8][N:9]2[CH:15]1[CH2:19][CH2:18][CH2:17][CH2:16]1.C(Cl)Cl.C(N(CC)CC)C.[Cl:30][C:31]1[CH:32]=[C:33]([CH:37]=[CH:38][C:39]=1[Cl:40])[C:34](Cl)=[O:35], predict the reaction product. The product is: [Cl:14][C:12]1[N:11]=[C:10]2[C:6]([N:7]=[CH:8][N:9]2[CH:15]2[CH2:19][CH2:18][CH2:17][CH2:16]2)=[C:5]([NH:4][CH2:3][CH2:2][NH:1][C:34](=[O:35])[C:33]2[CH:37]=[CH:38][C:39]([Cl:40])=[C:31]([Cl:30])[CH:32]=2)[N:13]=1. (2) Given the reactants Br[CH:2]([C:8]1[CH:13]=[CH:12][N:11]=[C:10]([S:14][CH3:15])[N:9]=1)[CH:3](OC)OC.[NH2:16][C:17]1[C:22]([Cl:23])=[N:21][CH:20]=[CH:19][N:18]=1, predict the reaction product. The product is: [Cl:23][C:22]1[C:17]2[N:18]([C:2]([C:8]3[CH:13]=[CH:12][N:11]=[C:10]([S:14][CH3:15])[N:9]=3)=[CH:3][N:16]=2)[CH:19]=[CH:20][N:21]=1. (3) Given the reactants O=C1C2C(=CC=CC=2)N=C(C(OCC)=O)N1.[CH3:17][C:18]1[CH:19]=[C:20]([C:24]2[C:32]3[C:31](=[O:33])[NH:30][C:29]([C:34]([O:36]CC)=O)=[N:28][C:27]=3[S:26][CH:25]=2)[CH:21]=[CH:22][CH:23]=1.C1(C(C2C=CC=CC=2)(C2C=CC=CC=2)N2C=NC(CCCOC3C=C(CN)C=CN=3)=N2)C=CC=CC=1.C1(C(C2C=CC=CC=2)(C2C=CC=CC=2)[N:82]2[CH:86]=[N:85][C:84]([O:87][CH2:88][CH2:89][O:90][C:91]3[CH:92]=[C:93]([CH2:97][NH2:98])[CH:94]=[CH:95][CH:96]=3)=[N:83]2)C=CC=CC=1, predict the reaction product. The product is: [CH3:17][C:18]1[CH:19]=[C:20]([C:24]2[C:32]3[C:31](=[O:33])[NH:30][C:29]([C:34]([NH:98][CH2:97][C:93]4[CH:94]=[CH:95][CH:96]=[C:91]([O:90][CH2:89][CH2:88][O:87][C:84]5[N:85]=[CH:86][NH:82][N:83]=5)[CH:92]=4)=[O:36])=[N:28][C:27]=3[S:26][CH:25]=2)[CH:21]=[CH:22][CH:23]=1. (4) Given the reactants Cl.O.[NH2:3]N.C[N:6](C)[CH:7]=[C:8]([N:11]1[CH:15]=[C:14]([C:16]2[CH:17]=[N:18][CH:19]=[CH:20][CH:21]=2)[N:13]=[CH:12]1)[C:9]#[N:10].C([O-])([O-])=O.[K+].[K+], predict the reaction product. The product is: [N:18]1[CH:19]=[CH:20][CH:21]=[C:16]([C:14]2[N:13]=[CH:12][N:11]([C:8]3[CH:7]=[N:6][NH:10][C:9]=3[NH2:3])[CH:15]=2)[CH:17]=1. (5) The product is: [CH3:1][C:2]1[CH:9]=[CH:8][CH:7]=[C:6]([CH3:10])[C:3]=1[CH2:4][N:22]1[C:18](=[O:28])[C:19]2=[CH:27][CH:26]=[CH:25][CH:24]=[C:20]2[C:21]1=[O:23]. Given the reactants [CH3:1][C:2]1[CH:9]=[CH:8][CH:7]=[C:6]([CH3:10])[C:3]=1[CH2:4]O.C(OCC)(=O)C.O.[C:18]1(=[O:28])[NH:22][C:21](=[O:23])[C:20]2=[CH:24][CH:25]=[CH:26][CH:27]=[C:19]12.[K], predict the reaction product. (6) Given the reactants [O:1]1[C:5]2([CH2:10][CH2:9][CH:8]([OH:11])[CH2:7][CH2:6]2)O[CH2:3][CH2:2]1.C(I)C, predict the reaction product. The product is: [CH2:2]([O:1][CH:5]1[CH2:10][CH2:9][C:8](=[O:11])[CH2:7][CH2:6]1)[CH3:3].